Dataset: Peptide-MHC class II binding affinity with 134,281 pairs from IEDB. Task: Regression. Given a peptide amino acid sequence and an MHC pseudo amino acid sequence, predict their binding affinity value. This is MHC class II binding data. (1) The peptide sequence is WSEIQTLKPNLIGPF. The MHC is HLA-DPA10103-DPB10401 with pseudo-sequence HLA-DPA10103-DPB10401. The binding affinity (normalized) is 0.545. (2) The peptide sequence is FEERDAVLLGGSSDNEFVKL. The MHC is DRB1_0301 with pseudo-sequence DRB1_0301. The binding affinity (normalized) is 0.